Dataset: NCI-60 drug combinations with 297,098 pairs across 59 cell lines. Task: Regression. Given two drug SMILES strings and cell line genomic features, predict the synergy score measuring deviation from expected non-interaction effect. Drug 1: CC12CCC(CC1=CCC3C2CCC4(C3CC=C4C5=CN=CC=C5)C)O. Drug 2: N.N.Cl[Pt+2]Cl. Cell line: HOP-62. Synergy scores: CSS=-0.0380, Synergy_ZIP=1.84, Synergy_Bliss=1.95, Synergy_Loewe=-5.74, Synergy_HSA=-3.19.